From a dataset of Full USPTO retrosynthesis dataset with 1.9M reactions from patents (1976-2016). Predict the reactants needed to synthesize the given product. (1) Given the product [Cl:19][CH2:4][CH2:5][C:6]([C:15]1[CH:16]=[CH:17][C:18]2[C:13](=[CH:12][CH:11]=[CH:10][CH:9]=2)[CH:14]=1)=[O:7], predict the reactants needed to synthesize it. The reactants are: ClCC[CH2:4][CH2:5][C:6](Cl)=[O:7].[CH:9]1[C:18]2[C:13](=[CH:14][CH:15]=[CH:16][CH:17]=2)[CH:12]=[CH:11][CH:10]=1.[Cl-:19].[Al+3].[Cl-].[Cl-].Cl. (2) Given the product [NH2:1][C:2]1[C:11]2[C:6](=[CH:7][C:8]([CH2:12][NH:13][C:14](=[O:38])[C@@H:15]3[CH2:19][CH2:18][CH2:17][N:16]3[C:20](=[O:37])[C@H:21]([NH:29][CH2:41][C:44]([OH:45])=[O:39])[CH2:22][CH:23]3[CH2:28][CH2:27][CH2:26][CH2:25][CH2:24]3)=[CH:9][CH:10]=2)[CH:5]=[CH:4][N:3]=1, predict the reactants needed to synthesize it. The reactants are: [NH2:1][C:2]1[C:11]2[C:6](=[CH:7][C:8]([CH2:12][NH:13][C:14](=[O:38])[C@@H:15]3[CH2:19][CH2:18][CH2:17][N:16]3[C:20](=[O:37])[C@@:21](CC(OCCC)=O)([NH2:29])[CH2:22][CH:23]3[CH2:28][CH2:27][CH2:26][CH2:25][CH2:24]3)=[CH:9][CH:10]=2)[CH:5]=[CH:4][N:3]=1.[OH-:39].[Li+].[CH2:41]([CH2:44][O:45]C)OC. (3) Given the product [CH:17]1([N:14]2[CH2:15][CH2:16][C:10]3[S:9][C:8]([C:5]4[CH:6]=[CH:7][C:2]([N:25]5[CH2:26][CH2:27][N:23]([CH3:22])[C:24]5=[O:28])=[CH:3][CH:4]=4)=[N:21][C:11]=3[CH2:12][CH2:13]2)[CH2:20][CH2:19][CH2:18]1, predict the reactants needed to synthesize it. The reactants are: Br[C:2]1[CH:7]=[CH:6][C:5]([C:8]2[S:9][C:10]3[CH2:16][CH2:15][N:14]([CH:17]4[CH2:20][CH2:19][CH2:18]4)[CH2:13][CH2:12][C:11]=3[N:21]=2)=[CH:4][CH:3]=1.[CH3:22][N:23]1[CH2:27][CH2:26][NH:25][C:24]1=[O:28].CC1(C)C2C=CC=C(P(C3C=CC=CC=3)C3C=CC=CC=3)C=2OC2C1=CC=CC=2P(C1C=CC=CC=1)C1C=CC=CC=1.C(=O)([O-])[O-].[Cs+].[Cs+]. (4) Given the product [CH2:1]([N:8]1[CH2:13][CH2:12][C:11]2([CH:14]([C:27]3[CH:28]=[CH:29][C:30]([CH:33]([CH3:35])[CH3:34])=[CH:31][CH:32]=3)[C:16]3[C:21]([CH3:22])=[CH:20][C:19]([CH3:23])=[C:18]([CH3:24])[C:17]=3[O:25]2)[CH2:10][CH2:9]1)[C:2]1[CH:3]=[CH:4][CH:5]=[CH:6][CH:7]=1, predict the reactants needed to synthesize it. The reactants are: [CH2:1]([N:8]1[CH2:13][CH2:12][CH:11]([C:14]([C:27]2[CH:32]=[CH:31][C:30]([CH:33]([CH3:35])[CH3:34])=[CH:29][CH:28]=2)([C:16]2[C:21]([CH3:22])=[CH:20][C:19]([CH3:23])=[C:18]([CH3:24])[C:17]=2[O:25]C)O)[CH2:10][CH2:9]1)[C:2]1[CH:7]=[CH:6][CH:5]=[CH:4][CH:3]=1.Br.[OH-].[Na+]. (5) Given the product [N:51]([CH:15]1[CH2:14][CH:13]([C:24]2[CH:29]=[C:28]([F:30])[CH:27]=[C:26]([F:31])[C:25]=2[F:32])[CH:12]([CH3:11])[N:17]([CH2:18][C:19]([F:22])([F:20])[F:21])[C:16]1=[O:23])=[N+:52]=[N-:53], predict the reactants needed to synthesize it. The reactants are: C[Si]([N-][Si](C)(C)C)(C)C.[Li+].[CH3:11][CH:12]1[N:17]([CH2:18][C:19]([F:22])([F:21])[F:20])[C:16](=[O:23])[CH2:15][CH2:14][CH:13]1[C:24]1[CH:29]=[C:28]([F:30])[CH:27]=[C:26]([F:31])[C:25]=1[F:32].C(C1C=C(C(C)C)C=C(C(C)C)C=1S([N:51]=[N+:52]=[N-:53])(=O)=O)(C)C.CC(O)=O.C(=O)(O)[O-].[Na+]. (6) Given the product [Cl:18][C:19]1[CH:24]=[C:23]([O:17][C:8]2[C:9]([C:11]3[CH:16]=[CH:15][CH:14]=[CH:13][N:12]=3)=[N:10][C:5]([CH2:3][CH3:4])=[CH:6][CH:7]=2)[CH:22]=[CH:21][N:20]=1, predict the reactants needed to synthesize it. The reactants are: [H-].[Na+].[CH2:3]([C:5]1[N:10]=[C:9]([C:11]2[CH:16]=[CH:15][CH:14]=[CH:13][N:12]=2)[C:8]([OH:17])=[CH:7][CH:6]=1)[CH3:4].[Cl:18][C:19]1[CH:24]=[C:23](F)[CH:22]=[CH:21][N:20]=1. (7) The reactants are: CS(O[C:6]1[CH:11]=[CH:10][C:9](/[CH:12]=[CH:13]/[C:14]([OH:16])=[O:15])=[CH:8][CH:7]=1)(=O)=O.[N:17]1(C2C=CC(C=O)=CC=2)[CH:21]=[N:20][CH:19]=[N:18]1. Given the product [N:17]1([C:6]2[CH:11]=[CH:10][C:9](/[CH:12]=[CH:13]/[C:14]([OH:16])=[O:15])=[CH:8][CH:7]=2)[CH:21]=[N:20][CH:19]=[N:18]1, predict the reactants needed to synthesize it.